Dataset: NCI-60 drug combinations with 297,098 pairs across 59 cell lines. Task: Regression. Given two drug SMILES strings and cell line genomic features, predict the synergy score measuring deviation from expected non-interaction effect. Drug 1: CC1=CC=C(C=C1)C2=CC(=NN2C3=CC=C(C=C3)S(=O)(=O)N)C(F)(F)F. Drug 2: CN1C2=C(C=C(C=C2)N(CCCl)CCCl)N=C1CCCC(=O)O.Cl. Cell line: SN12C. Synergy scores: CSS=-0.353, Synergy_ZIP=2.04, Synergy_Bliss=5.75, Synergy_Loewe=-1.64, Synergy_HSA=-1.43.